From a dataset of Full USPTO retrosynthesis dataset with 1.9M reactions from patents (1976-2016). Predict the reactants needed to synthesize the given product. (1) Given the product [C:1]([O:5][C:6]([N:8]1[CH2:13][CH2:12][N:11]([CH2:14][C:15]2[C:20]([C:21]([F:22])([F:24])[F:23])=[CH:19][C:18]([C:25]([OH:27])=[O:26])=[C:17]([NH2:30])[C:16]=2[Cl:31])[CH2:10][CH2:9]1)=[O:7])([CH3:4])([CH3:2])[CH3:3], predict the reactants needed to synthesize it. The reactants are: [C:1]([O:5][C:6]([N:8]1[CH2:13][CH2:12][N:11]([CH2:14][C:15]2[C:20]([C:21]([F:24])([F:23])[F:22])=[CH:19][C:18]([C:25]([O:27]CC)=[O:26])=[C:17]([NH2:30])[C:16]=2[Cl:31])[CH2:10][CH2:9]1)=[O:7])([CH3:4])([CH3:3])[CH3:2].NC1C(Cl)=C(C=O)C(C(F)(F)F)=CC=1C(O)=O. (2) Given the product [CH3:1][CH2:2][CH2:3][CH2:4][CH2:5][N:6]([CH2:8][CH2:9][C:10]([P:16]([O-:19])([OH:18])=[O:17])([P:12]([OH:15])([OH:14])=[O:13])[OH:11])[CH3:7].[Na+:46], predict the reactants needed to synthesize it. The reactants are: [CH3:1][CH2:2][CH2:3][CH2:4][CH2:5][N:6]([CH2:8][CH2:9][C:10]([P:16]([OH:19])([OH:18])=[O:17])([P:12]([OH:15])([OH:14])=[O:13])[OH:11])[CH3:7].O.O.O.O.O.O.O.O.O.O.B([O-])([O-])[O-].B([O-])([O-])[O-].B([O-])([O-])[O-].B([O-])([O-])[O-].[Na+:46].[Na+].[Na+].[Na+].[Na+].[Na+].[Na+].[Na+].[Na+].[Na+].[Na+].[Na+].